Task: Predict the reaction yield, written as a fraction of the theoretical maximum amount of product (1.0 means a 100% yield; for example, 0.34 means a 34% yield).. Dataset: Reaction yield outcomes from USPTO patents with 853,638 reactions (1) The reactants are [CH3:1][CH:2]1[CH:7]([OH:8])[CH2:6][CH2:5][CH2:4][NH:3]1.C(N(CC)CC)C.Cl[C:17]([O:19][CH2:20][C:21]1[CH:26]=[CH:25][CH:24]=[CH:23][CH:22]=1)=[O:18]. The catalyst is ClCCl. The product is [CH2:20]([O:19][C:17]([N:3]1[CH2:4][CH2:5][CH2:6][CH:7]([OH:8])[CH:2]1[CH3:1])=[O:18])[C:21]1[CH:26]=[CH:25][CH:24]=[CH:23][CH:22]=1. The yield is 0.348. (2) The reactants are [Br:1][C:2]1[CH:11]=[CH:10][C:5]([C:6]([O:8][CH3:9])=[O:7])=[CH:4][C:3]=1[CH2:12]Br.[CH3:14][OH:15]. No catalyst specified. The product is [Br:1][C:2]1[CH:11]=[CH:10][C:5]([C:6]([O:8][CH3:9])=[O:7])=[CH:4][C:3]=1[CH2:12][O:15][CH3:14]. The yield is 0.940. (3) The reactants are [OH:1][C:2]1[CH:12]=[CH:11][C:5]([CH:6]([OH:10])[C:7]([OH:9])=[O:8])=[CH:4][CH:3]=1.[C:13]1(C)C=CC(S(O)(=O)=O)=C[CH:14]=1.C([O-])(O)=O.[Na+]. The catalyst is C(O)C.O. The product is [OH:1][C:2]1[CH:12]=[CH:11][C:5]([CH:6]([OH:10])[C:7]([O:9][CH2:13][CH3:14])=[O:8])=[CH:4][CH:3]=1. The yield is 0.820. (4) The reactants are FC(F)(F)C(O)=O.[NH:8]1[CH2:11][CH:10]([OH:12])[CH2:9]1.C(O)(C(F)(F)F)=O.C(N(CC)CC)C.Br[C:28]1[CH:33]=[CH:32][C:31]([Br:34])=[CH:30][N:29]=1. The catalyst is O.C(#N)C. The product is [Br:34][C:31]1[CH:32]=[CH:33][C:28]([N:8]2[CH2:11][CH:10]([OH:12])[CH2:9]2)=[N:29][CH:30]=1. The yield is 0.220. (5) The reactants are [Br:1][CH2:2][CH2:3][N:4]1[C:8]([CH2:9]O)=[CH:7][C:6]([N+:11]([O-:13])=[O:12])=[N:5]1.P(Br)(Br)[Br:15].C(=O)(O)[O-].[Na+]. The catalyst is C(Cl)(Cl)Cl.ClCCl. The product is [Br:1][CH2:2][CH2:3][N:4]1[C:8]([CH2:9][Br:15])=[CH:7][C:6]([N+:11]([O-:13])=[O:12])=[N:5]1. The yield is 0.780.